From a dataset of Full USPTO retrosynthesis dataset with 1.9M reactions from patents (1976-2016). Predict the reactants needed to synthesize the given product. (1) The reactants are: [Cl:1][C:2]1[C:7]2[N:8]([CH2:18][CH2:19][CH3:20])[C:9]([C:11]3[CH:12]=[N:13][C:14](Cl)=[N:15][CH:16]=3)=[N:10][C:6]=2[CH:5]=[CH:4][CH:3]=1.[NH2:21][C:22]1[CH:23]=[N:24][C:25]([CH3:28])=[CH:26][CH:27]=1.C1C=CC(P(C2C(C3C(P(C4C=CC=CC=4)C4C=CC=CC=4)=CC=C4C=3C=CC=C4)=C3C(C=CC=C3)=CC=2)C2C=CC=CC=2)=CC=1.C([O-])([O-])=O.[K+].[K+]. Given the product [Cl:1][C:2]1[C:7]2[N:8]([CH2:18][CH2:19][CH3:20])[C:9]([C:11]3[CH:12]=[N:13][C:14]([NH:21][C:22]4[CH:23]=[N:24][C:25]([CH3:28])=[CH:26][CH:27]=4)=[N:15][CH:16]=3)=[N:10][C:6]=2[CH:5]=[CH:4][CH:3]=1, predict the reactants needed to synthesize it. (2) Given the product [Cl:4][CH2:5][CH2:6][CH2:7][CH2:8][C:9]#[C:10][CH:11]([O:15][CH2:16][CH3:17])[O:12][CH2:13][CH3:14], predict the reactants needed to synthesize it. The reactants are: C[Mg]Cl.[Cl:4][CH2:5][CH2:6][CH2:7][CH2:8][C:9]#[CH:10].[CH:11](OCC)([O:15][CH2:16][CH3:17])[O:12][CH2:13][CH3:14].[Cl-].[NH4+]. (3) Given the product [CH3:1][C:2]1[C:10]2[N:9]=[C:8]([CH2:11][CH2:12][CH3:13])[N:7]([CH2:14][C:15]3[CH:32]=[CH:31][C:18]4/[C:19](=[CH:28]/[C:29]#[N:30])/[C:20]5[CH:27]=[CH:26][CH:25]=[CH:24][C:21]=5[CH2:22][CH2:23][C:17]=4[CH:16]=3)[C:6]=2[CH:5]=[C:4]([C:33]2[O:34][CH:37]=[N:36][N:35]=2)[CH:3]=1, predict the reactants needed to synthesize it. The reactants are: [CH3:1][C:2]1[C:10]2[N:9]=[C:8]([CH2:11][CH2:12][CH3:13])[N:7]([CH2:14][C:15]3[CH:32]=[CH:31][C:18]4/[C:19](=[CH:28]/[C:29]#[N:30])/[C:20]5[CH:27]=[CH:26][CH:25]=[CH:24][C:21]=5[CH2:22][CH2:23][C:17]=4[CH:16]=3)[C:6]=2[CH:5]=[C:4]([C:33]([NH:35][NH2:36])=[O:34])[CH:3]=1.[CH:37](OCC)(OCC)OCC.O.N. (4) Given the product [CH3:2][CH:3]1[CH2:7][CH2:6][CH2:5][CH:4]1[NH:8][C:21](=[O:22])[C:20]1[CH:19]=[C:18]([O:17][CH3:16])[C:26]([O:27][CH2:28][C:29]#[CH:30])=[C:25]([O:31][CH3:32])[CH:24]=1, predict the reactants needed to synthesize it. The reactants are: Cl.[CH3:2][CH:3]1[CH2:7][CH2:6][CH2:5][CH:4]1[NH2:8].C(N(CC)CC)C.[CH3:16][O:17][C:18]1[CH:19]=[C:20]([CH:24]=[C:25]([O:31][CH3:32])[C:26]=1[O:27][CH2:28][C:29]#[CH:30])[C:21](Cl)=[O:22].